Dataset: Catalyst prediction with 721,799 reactions and 888 catalyst types from USPTO. Task: Predict which catalyst facilitates the given reaction. (1) Reactant: [CH2:1]([N:8]1[C:13]2[CH:14]=[C:15]([Cl:18])[CH:16]=[CH:17][C:12]=2[O:11][CH:10]([C:19]([OH:21])=O)[CH2:9]1)[C:2]1[CH:7]=[CH:6][CH:5]=[CH:4][CH:3]=1.CCN(C(C)C)C(C)C.CCN=C=NCCCN(C)C.C1C=CC2N(O)N=NC=2C=1.[F:52][C:53]1[CH:67]=[CH:66][C:56]([CH2:57][C:58]2([C:64]#[N:65])[CH2:63][CH2:62][NH:61][CH2:60][CH2:59]2)=[CH:55][CH:54]=1. Product: [CH2:1]([N:8]1[C:13]2[CH:14]=[C:15]([Cl:18])[CH:16]=[CH:17][C:12]=2[O:11][CH:10]([C:19]([N:61]2[CH2:62][CH2:63][C:58]([CH2:57][C:56]3[CH:55]=[CH:54][C:53]([F:52])=[CH:67][CH:66]=3)([C:64]#[N:65])[CH2:59][CH2:60]2)=[O:21])[CH2:9]1)[C:2]1[CH:3]=[CH:4][CH:5]=[CH:6][CH:7]=1. The catalyst class is: 18. (2) Reactant: Cl[C:2]1[N:6]([CH2:7][O:8][CH2:9][CH2:10][O:11][CH3:12])[C:5]2[CH:13]=[CH:14][CH:15]=[C:16]([Cl:17])[C:4]=2[N:3]=1.CN(C=O)C.C([O-])([O-])=O.[Cs+].[Cs+].[CH2:29]([O:31][C:32]([C:34]1[CH:35]=[N:36][NH:37][CH:38]=1)=[O:33])[CH3:30]. Product: [CH2:29]([O:31][C:32]([C:34]1[CH:35]=[N:36][N:37]([C:2]2[N:6]([CH2:7][O:8][CH2:9][CH2:10][O:11][CH3:12])[C:5]3[CH:13]=[CH:14][CH:15]=[C:16]([Cl:17])[C:4]=3[N:3]=2)[CH:38]=1)=[O:33])[CH3:30]. The catalyst class is: 170. (3) The catalyst class is: 75. Product: [CH3:23][NH:24][C:25]([NH:27][C:28]1[CH:33]=[CH:32][C:31]([C:2]2[N:11]=[CH:10][C:9]3[N:8]([CH:12]4[CH2:17][CH2:16][O:15][CH2:14][CH2:13]4)[C:7](=[O:18])[C:6]4([CH3:43])[CH2:19][O:20][CH2:21][CH2:22][N:5]4[C:4]=3[N:3]=2)=[CH:30][CH:29]=1)=[O:26]. Reactant: Cl[C:2]1[N:11]=[CH:10][C:9]2[N:8]([CH:12]3[CH2:17][CH2:16][O:15][CH2:14][CH2:13]3)[C:7](=[O:18])[CH:6]3[CH2:19][O:20][CH2:21][CH2:22][N:5]3[C:4]=2[N:3]=1.[CH3:23][NH:24][C:25]([NH:27][C:28]1[CH:33]=[CH:32][C:31](B2OC(C)(C)C(C)(C)O2)=[CH:30][CH:29]=1)=[O:26].[C:43](=O)(O)[O-].[Na+]. (4) Reactant: [CH2:1]([C:3]1[CH:29]=[CH:28][C:6]([CH2:7][O:8][C:9]2[CH:14]=[CH:13][C:12]([CH:15]3[CH2:18][N:17](C(OC(C)(C)C)=O)[CH2:16]3)=[CH:11][C:10]=2[O:26][CH3:27])=[CH:5][CH:4]=1)[CH3:2].[CH3:30][S:31]([OH:34])(=[O:33])=[O:32].C(OCC)(=O)C. Product: [CH3:30][S:31]([OH:34])(=[O:33])=[O:32].[CH2:1]([C:3]1[CH:4]=[CH:5][C:6]([CH2:7][O:8][C:9]2[CH:14]=[CH:13][C:12]([CH:15]3[CH2:18][NH:17][CH2:16]3)=[CH:11][C:10]=2[O:26][CH3:27])=[CH:28][CH:29]=1)[CH3:2]. The catalyst class is: 8.